Task: Predict the reactants needed to synthesize the given product.. Dataset: Full USPTO retrosynthesis dataset with 1.9M reactions from patents (1976-2016) (1) Given the product [C:44]([CH2:43][O:42][C:40](=[O:41])[C:39]1[CH:51]=[CH:52][C:36]([NH:35][C:33]([C@H:14]2[C@H:13]([C:9]3[CH:10]=[CH:11][CH:12]=[C:7]([Cl:6])[C:8]=3[F:55])[C@:17]([C:20]3[CH:25]=[CH:24][C:23]([Cl:26])=[CH:22][C:21]=3[F:27])([C:18]#[N:19])[C@H:16]([CH2:28][C:29]([CH3:31])([CH3:32])[CH3:30])[NH:15]2)=[O:34])=[C:37]([O:53][CH3:54])[CH:38]=1)([OH:46])=[O:45], predict the reactants needed to synthesize it. The reactants are: Br.C(O)(=O)C.[Cl:6][C:7]1[C:8]([F:55])=[C:9]([C@@H:13]2[C@:17]([C:20]3[CH:25]=[CH:24][C:23]([Cl:26])=[CH:22][C:21]=3[F:27])([C:18]#[N:19])[C@H:16]([CH2:28][C:29]([CH3:32])([CH3:31])[CH3:30])[NH:15][C@H:14]2[C:33]([NH:35][C:36]2[CH:52]=[CH:51][C:39]([C:40]([O:42][CH2:43][C:44]([O:46]C(C)(C)C)=[O:45])=[O:41])=[CH:38][C:37]=2[O:53][CH3:54])=[O:34])[CH:10]=[CH:11][CH:12]=1. (2) Given the product [Cl:19][C:3]1[C:4]2[N:5]([CH:14]=[N:15][N:16]=2)[C:6]([C:9]2[S:10][CH:11]=[CH:12][CH:13]=2)=[CH:7][N:8]=1, predict the reactants needed to synthesize it. The reactants are: CO[C:3]1[C:4]2[N:5]([CH:14]=[N:15][N:16]=2)[C:6]([C:9]2[S:10][CH:11]=[CH:12][CH:13]=2)=[CH:7][N:8]=1.O=P(Cl)(Cl)[Cl:19]. (3) Given the product [CH3:29][O:30][C:31]1[C:39]2[C:34](=[CH:35][CH:36]=[CH:37][CH:38]=2)[N:33]([C:2]2[N:10]=[C:9]3[C:5]([N:6]=[C:7]([CH2:12][N:13]4[CH2:14][CH2:15][CH:16]([C:19]([OH:22])([CH3:20])[CH3:21])[CH2:17][CH2:18]4)[N:8]3[CH3:11])=[C:4]([N:23]3[CH2:24][CH2:25][O:26][CH2:27][CH2:28]3)[N:3]=2)[N:32]=1, predict the reactants needed to synthesize it. The reactants are: Cl[C:2]1[N:10]=[C:9]2[C:5]([N:6]=[C:7]([CH2:12][N:13]3[CH2:18][CH2:17][CH:16]([C:19]([OH:22])([CH3:21])[CH3:20])[CH2:15][CH2:14]3)[N:8]2[CH3:11])=[C:4]([N:23]2[CH2:28][CH2:27][O:26][CH2:25][CH2:24]2)[N:3]=1.[CH3:29][O:30][C:31]1[C:39]2[C:34](=[CH:35][CH:36]=[CH:37][CH:38]=2)[NH:33][N:32]=1. (4) Given the product [C:1]([C:3]1[C:4]([N:16]2[CH2:21][CH2:20][CH:19]([C:22]([NH:36][S:33]([CH2:32][C:29]3[CH:30]=[CH:31][C:26]([F:25])=[CH:27][CH:28]=3)(=[O:35])=[O:34])=[O:24])[CH2:18][CH2:17]2)=[N:5][C:6]([CH3:15])=[C:7]([CH:8]=1)[C:9]([O:11][CH:12]([CH3:13])[CH3:14])=[O:10])#[N:2], predict the reactants needed to synthesize it. The reactants are: [C:1]([C:3]1[C:4]([N:16]2[CH2:21][CH2:20][CH:19]([C:22]([OH:24])=O)[CH2:18][CH2:17]2)=[N:5][C:6]([CH3:15])=[C:7]([C:9]([O:11][CH:12]([CH3:14])[CH3:13])=[O:10])[CH:8]=1)#[N:2].[F:25][C:26]1[CH:31]=[CH:30][C:29]([CH2:32][S:33]([NH2:36])(=[O:35])=[O:34])=[CH:28][CH:27]=1.C1C=CC2N(O)N=NC=2C=1.CCN=C=NCCCN(C)C.CCN(C(C)C)C(C)C.OS([O-])(=O)=O.[K+]. (5) Given the product [C:30]1([CH3:33])[CH:31]=[CH:32][C:27]([C:25]2[NH:24][N:23]=[C:22]([NH:21][CH2:19][C:9]3[CH:10]=[C:11]([C:12]4[CH:17]=[CH:16][C:15]([CH3:18])=[CH:14][CH:13]=4)[NH:7][N:8]=3)[CH:26]=2)=[CH:28][CH:29]=1, predict the reactants needed to synthesize it. The reactants are: O1CCCCC1[N:7]1[C:11]([C:12]2[CH:17]=[CH:16][C:15]([CH3:18])=[CH:14][CH:13]=2)=[CH:10][C:9]([C:19]([NH:21][C:22]2[CH:26]=[C:25]([C:27]3[CH:32]=[CH:31][C:30]([CH3:33])=[CH:29][CH:28]=3)[N:24](C3CCCCO3)[N:23]=2)=O)=[N:8]1.CO.Cl. (6) Given the product [NH2:8][C@@H:9]1[CH2:14][CH2:13][CH2:12][C@@:11]([CH3:16])([OH:15])[CH2:10]1, predict the reactants needed to synthesize it. The reactants are: C([N:8](CC1C=CC=CC=1)[C@@H:9]1[CH2:14][CH2:13][CH2:12][C@:11]([CH3:16])([OH:15])[CH2:10]1)C1C=CC=CC=1.[H][H].